The task is: Regression. Given two drug SMILES strings and cell line genomic features, predict the synergy score measuring deviation from expected non-interaction effect.. This data is from NCI-60 drug combinations with 297,098 pairs across 59 cell lines. Drug 1: C1CC(=O)NC(=O)C1N2CC3=C(C2=O)C=CC=C3N. Drug 2: COC1=CC(=CC(=C1O)OC)C2C3C(COC3=O)C(C4=CC5=C(C=C24)OCO5)OC6C(C(C7C(O6)COC(O7)C8=CC=CS8)O)O. Cell line: NCI-H460. Synergy scores: CSS=38.8, Synergy_ZIP=1.93, Synergy_Bliss=0.131, Synergy_Loewe=-31.2, Synergy_HSA=2.34.